This data is from Drug-target binding data from BindingDB using IC50 measurements. The task is: Regression. Given a target protein amino acid sequence and a drug SMILES string, predict the binding affinity score between them. We predict pIC50 (pIC50 = -log10(IC50 in M); higher means more potent). Dataset: bindingdb_ic50. (1) The pIC50 is 2.7. The target protein (Q14242) has sequence MPLQLLLLLILLGPGNSLQLWDTWADEAEKALGPLLARDRRQATEYEYLDYDFLPETEPPEMLRNSTDTTPLTGPGTPESTTVEPAARRSTGLDAGGAVTELTTELANMGNLSTDSAAMEIQTTQPAATEAQTTQPVPTEAQTTPLAATEAQTTRLTATEAQTTPLAATEAQTTPPAATEAQTTQPTGLEAQTTAPAAMEAQTTAPAAMEAQTTPPAAMEAQTTQTTAMEAQTTAPEATEAQTTQPTATEAQTTPLAAMEALSTEPSATEALSMEPTTKRGLFIPFSVSSVTHKGIPMAASNLSVNYPVGAPDHISVKQCLLAILILALVATIFFVCTVVLAVRLSRKGHMYPVRNYSPTEMVCISSLLPDGGEGPSATANGGLSKAKSPGLTPEPREDREGDDLTLHSFLP. The compound is O=C(O)c1c(O)c(-c2ccc(Cl)cc2)nc2c(-c3ccc(CO)cc3)cccc12. (2) The compound is N[C@@H](Cn1ccc(=O)n(Cc2ccccc2C(=O)O)c1=O)C(=O)O. The target protein (P42262) has sequence MQKIMHISVLLSPVLWGLIFGVSSNSIQIGGLFPRGADQEYSAFRVGMVQFSTSEFRLTPHIDNLEVANSFAVTNAFCSQFSRGVYAIFGFYDKKSVNTITSFCGTLHVSFITPSFPTDGTHPFVIQMRPDLKGALLSLIEYYQWDKFAYLYDSDRGLSTLQAVLDSAAEKKWQVTAINVGNINNDKKDEMYRSLFQDLELKKERRVILDCERDKVNDIVDQVITIGKHVKGYHYIIANLGFTDGDLLKIQFGGANVSGFQIVDYDDSLVSKFIERWSTLEEKEYPGAHTTTIKYTSALTYDAVQVMTEAFRNLRKQRIEISRRGNAGDCLANPAVPWGQGVEIERALKQVQVEGLSGNIKFDQNGKRINYTINIMELKTNGPRKIGYWSEVDKMVVTLTELPSGNDTSGLENKTVVVTTILESPYVMMKKNHEMLEGNERYEGYCVDLAAEIAKHCGFKYKLTIVGDGKYGARDADTKIWNGMVGELVYGKADIAIAPL.... The pIC50 is 3.5.